This data is from Retrosynthesis with 50K atom-mapped reactions and 10 reaction types from USPTO. The task is: Predict the reactants needed to synthesize the given product. Given the product CCc1nnc2c(O)nc3cc(OC)ccc3n12, predict the reactants needed to synthesize it. The reactants are: CCc1nnc2c(OC)nc3cc(OC)ccc3n12.